This data is from Reaction yield outcomes from USPTO patents with 853,638 reactions. The task is: Predict the reaction yield, written as a fraction of the theoretical maximum amount of product (1.0 means a 100% yield; for example, 0.34 means a 34% yield). (1) The reactants are [NH:1]1[C:5]2[CH:6]=[CH:7][C:8]([C:10]([N:12]3[CH2:17][CH2:16][CH2:15][C@@H:14]4[C:18]5[CH:19]=[CH:20][C:21]([C:25](O)=[O:26])=[CH:22][C:23]=5[CH2:24][C@H:13]34)=[O:11])=[CH:9][C:4]=2[N:3]=[CH:2]1.[CH3:28][NH2:29]. No catalyst specified. The product is [CH3:28][NH:29][C:25]([C:21]1[CH:20]=[CH:19][C:18]2[C@@H:14]3[C@@H:13]([N:12]([C:10]([C:8]4[CH:7]=[CH:6][C:5]5[NH:1][CH:2]=[N:3][C:4]=5[CH:9]=4)=[O:11])[CH2:17][CH2:16][CH2:15]3)[CH2:24][C:23]=2[CH:22]=1)=[O:26]. The yield is 0.190. (2) The reactants are [CH:1]1([N:6]2[C:14]3[CH:13]=[C:12]([C:15]4[CH:20]=[CH:19][CH:18]=[C:17]([O:21][CH2:22][CH2:23][CH2:24]O)[CH:16]=4)[CH:11]=[C:10]([C:26]([NH:28][CH2:29][C:30]4[C:31](=[O:38])[NH:32][C:33]([CH3:37])=[CH:34][C:35]=4[CH3:36])=[O:27])[C:9]=3[CH:8]=[N:7]2)[CH2:5][CH2:4][CH2:3][CH2:2]1.C1(P(C2C=CC=CC=2)C2C=CC=CC=2)C=CC=CC=1.C(Br)(Br)(Br)[Br:59].O. The catalyst is C(Cl)Cl. The product is [Br:59][CH2:24][CH2:23][CH2:22][O:21][C:17]1[CH:16]=[C:15]([C:12]2[CH:11]=[C:10]([C:26]([NH:28][CH2:29][C:30]3[C:31](=[O:38])[NH:32][C:33]([CH3:37])=[CH:34][C:35]=3[CH3:36])=[O:27])[C:9]3[CH:8]=[N:7][N:6]([CH:1]4[CH2:5][CH2:4][CH2:3][CH2:2]4)[C:14]=3[CH:13]=2)[CH:20]=[CH:19][CH:18]=1. The yield is 0.710.